The task is: Predict the reactants needed to synthesize the given product.. This data is from Full USPTO retrosynthesis dataset with 1.9M reactions from patents (1976-2016). (1) Given the product [C:1]([N:14]([CH2:13][C:12]1[CH:34]=[C:35]([C:37]([F:38])([F:39])[F:40])[CH:36]=[C:10]([C:9]([F:8])([F:41])[F:42])[CH:11]=1)[CH:15]1[CH2:21][CH2:20][CH2:19][N:18]([C:22]([O:24][C:25]([CH3:28])([CH3:27])[CH3:26])=[O:23])[C:17]2[CH:29]=[C:30]([Br:33])[CH:31]=[CH:32][C:16]1=2)(=[O:3])[CH3:2], predict the reactants needed to synthesize it. The reactants are: [C:1](OC(=O)C)(=[O:3])[CH3:2].[F:8][C:9]([F:42])([F:41])[C:10]1[CH:11]=[C:12]([CH:34]=[C:35]([C:37]([F:40])([F:39])[F:38])[CH:36]=1)[CH2:13][NH:14][CH:15]1[CH2:21][CH2:20][CH2:19][N:18]([C:22]([O:24][C:25]([CH3:28])([CH3:27])[CH3:26])=[O:23])[C:17]2[CH:29]=[C:30]([Br:33])[CH:31]=[CH:32][C:16]1=2.N1C=CC=CC=1. (2) Given the product [CH3:14][Si:15]([CH3:30])([CH2:24][CH2:25][Si:26]([CH3:29])([CH3:28])[CH3:27])[CH2:16][CH2:17][CH2:18][O:19][CH2:20][CH:21]([OH:22])[CH2:23][N:2]([CH3:1])[CH2:3][CH:4]([OH:5])[CH:6]([OH:7])[CH:8]([OH:9])[CH:10]([OH:11])[CH2:12][OH:13], predict the reactants needed to synthesize it. The reactants are: [CH3:1][NH:2][CH2:3][C@@H:4]([C@H:6]([C@@H:8]([C@@H:10]([CH2:12][OH:13])[OH:11])[OH:9])[OH:7])[OH:5].[CH3:14][Si:15]([CH3:30])([CH2:24][CH2:25][Si:26]([CH3:29])([CH3:28])[CH3:27])[CH2:16][CH2:17][CH2:18][O:19][CH2:20][CH:21]1[CH2:23][O:22]1. (3) Given the product [F:30][C:28]([F:29])([F:31])[C:25]1[CH:26]=[CH:27][C:22]([N:19]2[CH2:18][CH2:17][N:16]([S:13]([C:9]3[CH:8]=[C:7]([CH:12]=[CH:11][CH:10]=3)[CH2:6][S:5][CH2:4][C:3]([OH:32])=[O:2])(=[O:15])=[O:14])[CH2:21][CH2:20]2)=[CH:23][CH:24]=1, predict the reactants needed to synthesize it. The reactants are: C[O:2][C:3](=[O:32])[CH2:4][S:5][CH2:6][C:7]1[CH:12]=[CH:11][CH:10]=[C:9]([S:13]([N:16]2[CH2:21][CH2:20][N:19]([C:22]3[CH:27]=[CH:26][C:25]([C:28]([F:31])([F:30])[F:29])=[CH:24][CH:23]=3)[CH2:18][CH2:17]2)(=[O:15])=[O:14])[CH:8]=1.[Li+].[OH-]. (4) Given the product [CH2:9]([N:16]1[CH2:21][CH2:20][CH:19]2[C:18]([CH2:22][OH:23])([CH2:2]2)[CH2:17]1)[C:10]1[CH:15]=[CH:14][CH:13]=[CH:12][CH:11]=1, predict the reactants needed to synthesize it. The reactants are: [Zn](CC)[CH2:2]C.C(I)I.[CH2:9]([N:16]1[CH2:21][CH2:20][CH:19]=[C:18]([CH2:22][OH:23])[CH2:17]1)[C:10]1[CH:15]=[CH:14][CH:13]=[CH:12][CH:11]=1.Cl. (5) Given the product [Cl:15][C:16]1[CH:23]=[CH:22][C:19]([CH2:20][NH:21][C:2]2[C:11]3[C:6](=[C:7]([O:12][CH3:13])[CH:8]=[CH:9][CH:10]=3)[N:5]=[C:4]([CH3:14])[CH:3]=2)=[CH:18][CH:17]=1, predict the reactants needed to synthesize it. The reactants are: Cl[C:2]1[C:11]2[C:6](=[C:7]([O:12][CH3:13])[CH:8]=[CH:9][CH:10]=2)[N:5]=[C:4]([CH3:14])[CH:3]=1.[Cl:15][C:16]1[CH:23]=[CH:22][C:19]([CH2:20][NH2:21])=[CH:18][CH:17]=1. (6) Given the product [CH3:22][N:17]1[C:16]([NH:15][C:2]2[CH:7]=[CH:6][C:5]([C:8]3[CH:13]=[CH:12][C:11]([F:14])=[CH:10][CH:9]=3)=[CH:4][CH:3]=2)=[CH:20][C:19]([CH3:21])=[N:18]1, predict the reactants needed to synthesize it. The reactants are: Br[C:2]1[CH:7]=[CH:6][C:5]([C:8]2[CH:13]=[CH:12][C:11]([F:14])=[CH:10][CH:9]=2)=[CH:4][CH:3]=1.[NH2:15][C:16]1[N:17]([CH3:22])[N:18]=[C:19]([CH3:21])[CH:20]=1.CC(C)([O-])C.[Na+].C1C=CC(P(C2C(C3C(P(C4C=CC=CC=4)C4C=CC=CC=4)=CC=C4C=3C=CC=C4)=C3C(C=CC=C3)=CC=2)C2C=CC=CC=2)=CC=1. (7) Given the product [CH3:1][C:2]1[CH:3]=[C:4]([CH:7]=[CH:8][C:9]=1[N+:10]([O-:12])=[O:11])[CH2:5][N:17]1[CH:18]=[C:14]([Cl:13])[C:15]([C:19]([F:22])([F:21])[F:20])=[N:16]1, predict the reactants needed to synthesize it. The reactants are: [CH3:1][C:2]1[CH:3]=[C:4]([CH:7]=[CH:8][C:9]=1[N+:10]([O-:12])=[O:11])[CH2:5]Cl.[Cl:13][C:14]1[C:15]([C:19]([F:22])([F:21])[F:20])=[N:16][NH:17][CH:18]=1.C(=O)([O-])[O-].[K+].[K+].